This data is from Reaction yield outcomes from USPTO patents with 853,638 reactions. The task is: Predict the reaction yield, written as a fraction of the theoretical maximum amount of product (1.0 means a 100% yield; for example, 0.34 means a 34% yield). (1) The reactants are [C:1]([O:4][C@H:5]1[C@H:10](N=C=S)[C@@H:9]([O:14][C:15](=[O:17])[CH3:16])[C@H:8]([O:18][C:19](=[O:21])[CH3:20])[C@@H:7](COC(=O)C)[O:6]1)(=[O:3])[CH3:2].FC(F)(F)CN. The catalyst is CC#N. The product is [C:1]([O:4][CH:5]1[CH2:10][CH:9]([O:14][C:15](=[O:17])[CH3:16])[CH:8]([O:18][C:19](=[O:21])[CH3:20])[CH2:7][O:6]1)(=[O:3])[CH3:2]. The yield is 0.810. (2) The reactants are [Cl:1][C:2]1[CH:12]=[C:11]([NH:13][CH3:14])[C:5]([C:6](OCC)=[O:7])=[CH:4][N:3]=1.[H-].[H-].[H-].[H-].[Li+].[Al+3].N#N. The catalyst is C1COCC1. The product is [Cl:1][C:2]1[N:3]=[CH:4][C:5]([CH2:6][OH:7])=[C:11]([NH:13][CH3:14])[CH:12]=1. The yield is 0.906. (3) The reactants are Cl[C:2]1[CH:3]=[C:4]([CH:8]=[C:9]([C:11]([F:14])([F:13])[F:12])[N:10]=1)[C:5]([OH:7])=[O:6].[CH3:15][OH:16].C[O-].[Na+].Cl. The catalyst is CCOC(C)=O. The product is [CH3:15][O:16][C:2]1[CH:3]=[C:4]([CH:8]=[C:9]([C:11]([F:14])([F:13])[F:12])[N:10]=1)[C:5]([OH:7])=[O:6]. The yield is 0.900. (4) The reactants are C1C2C(COC(=O)[NH:17][C:18]3[CH:23]=[CH:22][C:21]([NH:24][C:25](=[O:39])[CH2:26][CH2:27][CH2:28][CH2:29][CH:30]4[CH:37]5[CH:33]([NH:34][C:35](=[O:38])[NH:36]5)[CH2:32][S:31]4)=[C:20]([OH:40])[CH:19]=3)C3C(=CC=CC=3)C=2C=CC=1.N1CCCCC1. The catalyst is C1COCC1.CN(C=O)C.CCOC(C)=O.O.[Cl-].[Na+].O. The product is [NH2:17][C:18]1[CH:23]=[CH:22][C:21]([NH:24][C:25](=[O:39])[CH2:26][CH2:27][CH2:28][CH2:29][CH:30]2[CH:37]3[CH:33]([NH:34][C:35](=[O:38])[NH:36]3)[CH2:32][S:31]2)=[C:20]([OH:40])[CH:19]=1. The yield is 0.816.